The task is: Predict the reaction yield, written as a fraction of the theoretical maximum amount of product (1.0 means a 100% yield; for example, 0.34 means a 34% yield).. This data is from Reaction yield outcomes from USPTO patents with 853,638 reactions. (1) The reactants are C(O[C:4]([C:6]1[C:14]2[CH2:13][CH2:12][N:11]([C:15]3[CH:20]=[CH:19][C:18]([N:21]4[CH2:26][CH2:25][CH2:24][CH2:23][C:22]4=[O:27])=[CH:17][CH:16]=3)[C:10](=[O:28])[C:9]=2[N:8]([C:29]2[CH:34]=[CH:33][C:32]([O:35][CH3:36])=[CH:31][CH:30]=2)[N:7]=1)=O)C.[Li+].[BH4-].C(Cl)Cl.P(Br)(Br)Br. The catalyst is C1COCC1.CC(O)=O.[Zn]. The product is [CH3:36][O:35][C:32]1[CH:31]=[CH:30][C:29]([N:8]2[C:9]3[C:10](=[O:28])[N:11]([C:15]4[CH:20]=[CH:19][C:18]([N:21]5[CH2:26][CH2:25][CH2:24][CH2:23][C:22]5=[O:27])=[CH:17][CH:16]=4)[CH2:12][CH2:13][C:14]=3[C:6]([CH3:4])=[N:7]2)=[CH:34][CH:33]=1. The yield is 0.580. (2) The reactants are [F:1][C:2]1[CH:7]=[CH:6][C:5]([F:8])=[CH:4][C:3]=1[C:9]1[S:13][C:12]([CH3:20])([C:14]2[CH:19]=[CH:18][CH:17]=[CH:16][CH:15]=2)[N:11]([C:21](=[S:24])[NH:22][NH2:23])[N:10]=1.[CH3:25][C:26](C)(C)C([O-])([O-])[O-]. No catalyst specified. The product is [F:1][C:2]1[CH:7]=[CH:6][C:5]([F:8])=[CH:4][C:3]=1[C:9]1[S:13][C:12]([CH3:20])([C:14]2[CH:19]=[CH:18][CH:17]=[CH:16][CH:15]=2)[N:11]([C:21]2[S:24][C:25]([CH3:26])=[N:23][N:22]=2)[N:10]=1. The yield is 0.700. (3) The reactants are [Si]([O:8][C@H:9]([CH3:42])[CH2:10][CH2:11][CH2:12][C@H:13]([OH:41])/[CH:14]=[CH:15]/[C@H:16]1[C@H:20]([O:21][CH:22]2[CH2:27][CH2:26][CH2:25][CH2:24][O:23]2)[CH2:19][C@@H:18]([Cl:28])[C@@H:17]1[CH2:29][CH2:30][CH2:31][CH2:32][CH2:33][CH2:34][C:35]([O:37][CH2:38][CH2:39][CH3:40])=[O:36])(C(C)(C)C)(C)C.CCCC[N+](CCCC)(CCCC)CCCC.[F-].C1COCC1. No catalyst specified. The product is [Cl:28][C@H:18]1[C@H:17]([CH2:29][CH2:30][CH2:31][CH2:32][CH2:33][CH2:34][C:35]([O:37][CH2:38][CH2:39][CH3:40])=[O:36])[C@@H:16](/[CH:15]=[CH:14]/[C@@H:13]([OH:41])[CH2:12][CH2:11][CH2:10][C@H:9]([OH:8])[CH3:42])[C@H:20]([O:21][CH:22]2[CH2:27][CH2:26][CH2:25][CH2:24][O:23]2)[CH2:19]1. The yield is 0.840. (4) The reactants are [S-:1][C:2]#[N:3].[K+].[NH2:5][C:6]1[CH:7]=[CH:8][C:9]([O:12][C:13]2[CH:14]=[C:15]([NH:21][C:22](=[O:34])[C:23]3[CH:28]=[CH:27][CH:26]=[C:25]([C:29]4([C:32]#[N:33])[CH2:31][CH2:30]4)[CH:24]=3)[CH:16]=[CH:17][C:18]=2[O:19][CH3:20])=[N:10][CH:11]=1.BrBr. The catalyst is C(O)(=O)C. The product is [NH2:3][C:2]1[S:1][C:11]2[C:6]([N:5]=1)=[CH:7][CH:8]=[C:9]([O:12][C:13]1[CH:14]=[C:15]([NH:21][C:22](=[O:34])[C:23]3[CH:28]=[CH:27][CH:26]=[C:25]([C:29]4([C:32]#[N:33])[CH2:31][CH2:30]4)[CH:24]=3)[CH:16]=[CH:17][C:18]=1[O:19][CH3:20])[N:10]=2. The yield is 0.590. (5) The reactants are [CH2:1]([N:8]1[CH2:13][CH2:12][C:11](=O)[CH2:10][CH2:9]1)[C:2]1[CH:7]=[CH:6][CH:5]=[CH:4][CH:3]=1.[NH2:15][C:16]1[CH:17]=[C:18]2[C:22](=[CH:23][CH:24]=1)[NH:21][N:20]=[CH:19]2.C(O[BH-](OC(=O)C)OC(=O)C)(=O)C.[Na+].C(O)(=O)C.[OH-].[Na+]. The catalyst is ClCCCl. The product is [CH2:1]([N:8]1[CH2:13][CH2:12][CH:11]([NH:15][C:16]2[CH:17]=[C:18]3[C:22](=[CH:23][CH:24]=2)[NH:21][N:20]=[CH:19]3)[CH2:10][CH2:9]1)[C:2]1[CH:7]=[CH:6][CH:5]=[CH:4][CH:3]=1. The yield is 0.740. (6) The reactants are [Cl-].O[NH3+:3].[C:4](=[O:7])([O-])[OH:5].[Na+].CS(C)=O.[OH:13][C:14]1([CH2:18][O:19][C@H:20]2[CH2:25][CH2:24][C@H:23]([N:26]3[C:31](=[O:32])[C:30]([CH2:33][C:34]4[CH:39]=[CH:38][C:37]([C:40]5[C:41]([C:46]#[N:47])=[CH:42][CH:43]=[CH:44][CH:45]=5)=[CH:36][CH:35]=4)=[C:29]([CH2:48][CH2:49][CH3:50])[N:28]4[N:51]=[C:52]([CH3:54])[N:53]=[C:27]34)[CH2:22][CH2:21]2)[CH2:17][CH2:16][CH2:15]1. The catalyst is O.C(OCC)(=O)C. The product is [OH:13][C:14]1([CH2:18][O:19][C@H:20]2[CH2:21][CH2:22][C@H:23]([N:26]3[C:31](=[O:32])[C:30]([CH2:33][C:34]4[CH:35]=[CH:36][C:37]([C:40]5[CH:45]=[CH:44][CH:43]=[CH:42][C:41]=5[C:46]5[NH:3][C:4](=[O:7])[O:5][N:47]=5)=[CH:38][CH:39]=4)=[C:29]([CH2:48][CH2:49][CH3:50])[N:28]4[N:51]=[C:52]([CH3:54])[N:53]=[C:27]34)[CH2:24][CH2:25]2)[CH2:17][CH2:16][CH2:15]1. The yield is 0.320. (7) The reactants are [C:1]1([C@H:7]([CH3:30])[C:8]([O:10][C:11]2[CH:16]=[CH:15][CH:14]=[C:13]([C@@:17]3([OH:29])[CH2:23][C@H:22]4[CH2:24][C@H:19]([CH2:20][CH2:21]4)[C@@H:18]3[CH2:25][N:26]([CH3:28])[CH3:27])[CH:12]=2)=[O:9])[CH:6]=[CH:5][CH:4]=[CH:3][CH:2]=1.O.C[Si]([Cl:36])(C)C. The catalyst is CC(=O)CC. The product is [ClH:36].[C:1]1([C@H:7]([CH3:30])[C:8]([O:10][C:11]2[CH:16]=[CH:15][CH:14]=[C:13]([C@@:17]3([OH:29])[CH2:23][C@H:22]4[CH2:24][C@H:19]([CH2:20][CH2:21]4)[C@@H:18]3[CH2:25][N:26]([CH3:28])[CH3:27])[CH:12]=2)=[O:9])[CH:6]=[CH:5][CH:4]=[CH:3][CH:2]=1. The yield is 0.793. (8) The reactants are [NH2:1][CH:2]1[CH2:7][C:6]([CH3:9])([CH3:8])[N:5]([CH3:10])[C:4]([CH3:12])([CH3:11])[CH2:3]1.[Cl:13][C:14]1[N:19]=[CH:18][C:17]([F:20])=[C:16](Cl)[N:15]=1. The catalyst is CO. The product is [ClH:13].[Cl:13][C:14]1[N:19]=[C:18]([NH:1][CH:2]2[CH2:3][C:4]([CH3:12])([CH3:11])[N:5]([CH3:10])[C:6]([CH3:8])([CH3:9])[CH2:7]2)[C:17]([F:20])=[CH:16][N:15]=1. The yield is 0.930. (9) The reactants are [I-].C([NH:5][CH2:6][C:7]1[CH:8]=[N+:9]([CH3:13])[CH:10]=[CH:11][CH:12]=1)(=O)C.[ClH:14]. No catalyst specified. The product is [Cl-:14].[NH3+:5][CH2:6][C:7]1[CH:8]=[N+:9]([CH3:13])[CH:10]=[CH:11][CH:12]=1.[Cl-:14]. The yield is 0.490.